This data is from Catalyst prediction with 721,799 reactions and 888 catalyst types from USPTO. The task is: Predict which catalyst facilitates the given reaction. (1) Reactant: [CH:1]1([C:6]2[N:7]=[C:8]([N:17]3[CH2:22][CH2:21][CH:20]([CH2:23][C:24](O)=[O:25])[CH2:19][CH2:18]3)[C:9]3[CH2:14][S:13](=[O:16])(=[O:15])[CH2:12][C:10]=3[N:11]=2)[CH2:5][CH2:4][CH2:3][CH2:2]1.C(=O)([O-])[O-].[NH4+].[NH4+].C1C=CC2N(O)N=[N:39]C=2C=1.CCN=C=NCCCN(C)C.[ClH:54].O1CCOCC1. Product: [ClH:54].[CH:1]1([C:6]2[N:7]=[C:8]([N:17]3[CH2:18][CH2:19][CH:20]([CH2:23][C:24]([NH2:39])=[O:25])[CH2:21][CH2:22]3)[C:9]3[CH2:14][S:13](=[O:15])(=[O:16])[CH2:12][C:10]=3[N:11]=2)[CH2:2][CH2:3][CH2:4][CH2:5]1. The catalyst class is: 118. (2) Reactant: [NH2:1][C@@H:2]1[C:8](=[O:9])[N:7]2[C@H:3]1[S:4][C:5]([CH3:15])([CH3:14])[C@@H:6]2[C:10]([O:12][CH3:13])=[O:11].C(=O)([O-])[O-].[K+].[K+].[Cl:22][CH2:23][C:24](Cl)=[O:25]. Product: [Cl:22][CH2:23][C:24]([NH:1][C@@H:2]1[C:8](=[O:9])[N:7]2[C@H:3]1[S:4][C:5]([CH3:15])([CH3:14])[C@@H:6]2[C:10]([O:12][CH3:13])=[O:11])=[O:25]. The catalyst class is: 283. (3) Reactant: [CH:1]1([CH2:4][O:5][C:6]2[C:7]([O:24]COC)=[C:8]([C:14]3[CH:15]=[C:16]4[C:20](=[CH:21][CH:22]=3)[C:19](=[O:23])[O:18][CH2:17]4)[CH:9]=[CH:10][C:11]=2[O:12][CH3:13])[CH2:3][CH2:2]1.Cl. Product: [CH:1]1([CH2:4][O:5][C:6]2[C:7]([OH:24])=[C:8]([C:14]3[CH:15]=[C:16]4[C:20](=[CH:21][CH:22]=3)[C:19](=[O:23])[O:18][CH2:17]4)[CH:9]=[CH:10][C:11]=2[O:12][CH3:13])[CH2:3][CH2:2]1. The catalyst class is: 5.